From a dataset of Full USPTO retrosynthesis dataset with 1.9M reactions from patents (1976-2016). Predict the reactants needed to synthesize the given product. Given the product [OH:18][CH2:2][C:3]1[C:8]([CH3:9])=[CH:7][CH:6]=[CH:5][C:4]=1[N:10]1[C:14](=[O:15])[N:13]([CH3:16])[N:12]=[N:11]1, predict the reactants needed to synthesize it. The reactants are: Br[CH2:2][C:3]1[C:8]([CH3:9])=[CH:7][CH:6]=[CH:5][C:4]=1[N:10]1[C:14](=[O:15])[N:13]([CH3:16])[N:12]=[N:11]1.C(=O)([O-])[O-:18].[Ca+2].O1CCOCC1.